From a dataset of Reaction yield outcomes from USPTO patents with 853,638 reactions. Predict the reaction yield, written as a fraction of the theoretical maximum amount of product (1.0 means a 100% yield; for example, 0.34 means a 34% yield). (1) The reactants are CC([O:4][C@@H:5]1[C@@H:10]([O:11]C(C)=O)[C@@H:9]([O:15]C(C)=O)[C@@H:8]2[NH:19][C:20]([C:22]3[C:27]([C@H:7]2[CH2:6]1)=[CH:26][C:25]1[O:28][CH2:29][O:30][C:24]=1[CH:23]=3)=[O:21])=O.C(=O)([O-])[O-].[K+].[K+]. The catalyst is CO. The product is [CH:26]1[C:27]2[C:7]3=[CH:6][C@H:5]([OH:4])[C@@H:10]([OH:11])[C@@H:9]([OH:15])[C@@H:8]3[NH:19][C:20](=[O:21])[C:22]=2[CH:23]=[C:24]2[O:30][CH2:29][O:28][C:25]=12. The yield is 0.910. (2) The product is [CH:27]([O:16][C:15](=[O:17])[C@@H:14]([NH:13][C@@H:8]([C:5]1[CH:4]=[CH:3][C:2]([Br:1])=[CH:7][CH:6]=1)[C:9]([F:12])([F:11])[F:10])[CH2:18][CH:19]([CH3:21])[CH3:20])([CH3:29])[CH3:28]. No catalyst specified. The reactants are [Br:1][C:2]1[CH:7]=[CH:6][C:5]([C@H:8]([NH:13][C@@H:14]([CH2:18][CH:19]([CH3:21])[CH3:20])[C:15]([OH:17])=[O:16])[C:9]([F:12])([F:11])[F:10])=[CH:4][CH:3]=1.S(=O)(=O)(O)O.[CH:27](O)([CH3:29])[CH3:28]. The yield is 0.880. (3) The reactants are [Br:1][C:2]1[C:3]([C:8]([F:11])([F:10])[F:9])=[N:4][NH:5][C:6]=1[CH3:7].O.C1(C)C=CC(S(O)(=O)=O)=CC=1.[O:24]1[CH:29]=[CH:28][CH2:27][CH2:26][CH2:25]1. The catalyst is C(Cl)(Cl)Cl. The product is [Br:1][C:2]1[C:3]([C:8]([F:9])([F:11])[F:10])=[N:4][N:5]([CH:25]2[CH2:26][CH2:27][CH2:28][CH2:29][O:24]2)[C:6]=1[CH3:7]. The yield is 0.590.